Dataset: NCI-60 drug combinations with 297,098 pairs across 59 cell lines. Task: Regression. Given two drug SMILES strings and cell line genomic features, predict the synergy score measuring deviation from expected non-interaction effect. Drug 2: C1C(C(OC1N2C=C(C(=O)NC2=O)F)CO)O. Synergy scores: CSS=65.2, Synergy_ZIP=-6.52, Synergy_Bliss=-6.82, Synergy_Loewe=5.30, Synergy_HSA=6.41. Cell line: COLO 205. Drug 1: C1=CC(=C2C(=C1NCCNCCO)C(=O)C3=C(C=CC(=C3C2=O)O)O)NCCNCCO.